Predict the product of the given reaction. From a dataset of Forward reaction prediction with 1.9M reactions from USPTO patents (1976-2016). (1) Given the reactants [CH3:1][O:2][C:3]([C:5]1[CH:6]=[C:7]2[C:11](=[CH:12][CH:13]=1)[NH:10][CH:9]=[C:8]2[C:14](=[O:21])[CH2:15][CH2:16][C:17]([O:19][CH3:20])=[O:18])=[O:4].C(O)[C:23]1[CH:28]=[CH:27][CH:26]=[CH:25][CH:24]=1, predict the reaction product. The product is: [CH2:1]([O:2][C:3]([C:5]1[CH:6]=[C:7]2[C:11](=[CH:12][CH:13]=1)[NH:10][CH:9]=[C:8]2[C:14](=[O:21])[CH2:15][CH2:16][C:17]([O:19][CH2:20][C:23]1[CH:24]=[CH:25][CH:26]=[CH:27][CH:28]=1)=[O:18])=[O:4])[C:5]1[CH:6]=[CH:7][CH:11]=[CH:12][CH:13]=1. (2) Given the reactants O=[C:2]([CH2:6][CH3:7])[CH2:3][C:4]#[N:5].[NH2:8][C:9]1[N:13]=[CH:12][NH:11][N:10]=1, predict the reaction product. The product is: [CH2:6]([C:2]1[CH:3]=[C:4]([NH2:5])[N:10]2[N:11]=[CH:12][N:13]=[C:9]2[N:8]=1)[CH3:7]. (3) Given the reactants [NH2:1][C:2]1[CH:3]=[N:4][C:5]2[C:10]([C:11]=1[NH:12][CH2:13][CH2:14][CH:15]([CH3:17])[CH3:16])=[CH:9][CH:8]=[CH:7][CH:6]=2.[CH2:18]([O:20][CH2:21][C:22](O)=O)[CH3:19].[OH-].[Na+], predict the reaction product. The product is: [CH2:18]([O:20][CH2:21][C:22]1[N:12]([CH2:13][CH2:14][CH:15]([CH3:17])[CH3:16])[C:11]2[C:10]3[CH:9]=[CH:8][CH:7]=[CH:6][C:5]=3[N:4]=[CH:3][C:2]=2[N:1]=1)[CH3:19]. (4) Given the reactants [F:1][C:2]1[CH:7]=[CH:6][C:5]([C:8]2[O:12][C:11]([CH3:13])=[C:10]([CH:14]([NH:19][C:20]3[CH:28]=[CH:27][C:23]([C:24](O)=[O:25])=[CH:22][CH:21]=3)[CH2:15][CH:16]([CH3:18])[CH3:17])[CH:9]=2)=[C:4](OC)[CH:3]=1.[CH3:31][NH:32][CH2:33][CH2:34][C:35]([O:37]CC)=[O:36].Cl.C(N=C=NCCCN(C)C)C.O.[OH:53][C:54]1C2N=NNC=2C=CC=1, predict the reaction product. The product is: [F:1][C:2]1[CH:7]=[CH:6][C:5]([C:8]2[O:12][C:11]([CH3:13])=[C:10]([CH:14]([NH:19][C:20]3[CH:21]=[CH:22][C:23]([C:24]([N:32]([CH3:31])[CH2:33][CH2:34][C:35]([OH:37])=[O:36])=[O:25])=[CH:27][CH:28]=3)[CH2:15][CH:16]([CH3:18])[CH3:17])[CH:9]=2)=[C:4]([O:53][CH3:54])[CH:3]=1. (5) The product is: [C:29]1([CH3:39])[CH:30]=[CH:31][C:32]([S:35]([OH:38])(=[O:36])=[O:37])=[CH:33][CH:34]=1.[C:1]([NH:4][C:5]1[CH:6]=[C:7]([CH:25]=[CH:26][CH:27]=1)[C:8]([NH:10][C:11]1[C:12]([C:22]([OH:24])=[O:23])=[N:13][NH:14][CH:15]=1)=[O:9])(=[O:3])[CH3:2]. Given the reactants [C:1]([NH:4][C:5]1[CH:6]=[C:7]([CH:25]=[CH:26][CH:27]=1)[C:8]([NH:10][C:11]1[C:12]([C:22]([OH:24])=[O:23])=[N:13][N:14](C2CCCCO2)[CH:15]=1)=[O:9])(=[O:3])[CH3:2].O.[C:29]1([CH3:39])[CH:34]=[CH:33][C:32]([S:35]([OH:38])(=[O:37])=[O:36])=[CH:31][CH:30]=1, predict the reaction product. (6) Given the reactants [CH:1]1([CH2:4][O:5][C:6]2[CH:11]=[CH:10][C:9]([F:12])=[CH:8][C:7]=2[C:13]2[C:14]3[NH:21][CH:20]=[C:19]([C:22]([OH:24])=O)[C:15]=3[N:16]=[CH:17][N:18]=2)[CH2:3][CH2:2]1.[C:25]([O:29][C:30](=[O:39])[NH:31][C@H:32]1[CH2:37][CH2:36][C@H:35]([NH2:38])[CH2:34][CH2:33]1)([CH3:28])([CH3:27])[CH3:26], predict the reaction product. The product is: [C:25]([O:29][C:30](=[O:39])[NH:31][C@H:32]1[CH2:33][CH2:34][C@H:35]([NH:38][C:22]([C:19]2[C:15]3[N:16]=[CH:17][N:18]=[C:13]([C:7]4[CH:8]=[C:9]([F:12])[CH:10]=[CH:11][C:6]=4[O:5][CH2:4][CH:1]4[CH2:3][CH2:2]4)[C:14]=3[NH:21][CH:20]=2)=[O:24])[CH2:36][CH2:37]1)([CH3:28])([CH3:26])[CH3:27]. (7) Given the reactants [Br:1][C:2]1[CH:9]=[CH:8][CH:7]=[CH:6][C:3]=1[CH2:4][OH:5].[O:10]1[CH:15]=[CH:14][CH2:13][CH2:12][CH2:11]1.C(=O)(O)[O-].[Na+], predict the reaction product. The product is: [Br:1][C:2]1[CH:9]=[CH:8][CH:7]=[CH:6][C:3]=1[CH2:4][O:5][CH:11]1[CH2:12][CH2:13][CH2:14][CH2:15][O:10]1.